Dataset: Forward reaction prediction with 1.9M reactions from USPTO patents (1976-2016). Task: Predict the product of the given reaction. (1) Given the reactants BrC1C=CC([C:8]2[NH:12][C:11]([C@@H:13]3[CH2:25][N:23]4[C:24]5[CH:16]([C@@H:17]([NH:26][C:27](=[O:30])[O:28][CH3:29])[CH2:18][CH2:19][C:20]=5[CH:21]=[CH:22]4)[C:15](=[O:31])[CH2:14]3)=[N:10][CH:9]=2)=CC=1.[C:32]([C@@H:34]1[CH2:38][N:37]([C:39]([O:41][C:42]([CH3:45])([CH3:44])[CH3:43])=[O:40])[C@H:36]([C:46]2[NH:47][C:48](C3C=CC(B4OC(C)(C)C(C)(C)O4)=CC=3)=[CH:49][N:50]=2)[CH2:35]1)#[N:33].[O-]P([O-])([O-])=O.[K+].[K+].[K+].CC(O[C:78]1[CH:83]=[CH:82][CH:81]=[C:80](OC(C)C)[C:79]=1[C:88]1[C:93](P(C2CCCCC2)C2CCCCC2)=[CH:92][CH:91]=[CH:90][CH:89]=1)C, predict the reaction product. The product is: [C:42]([O:41][C:39]([N:37]1[CH2:38][C@@H:34]([C:32]#[N:33])[CH2:35][C@H:36]1[C:46]1[NH:50][C:49]([C:91]2[CH:90]=[CH:89][C:88]([C:79]3[CH:78]=[CH:83][C:82]([C:8]4[NH:12][C:11]([C@@H:13]5[CH2:25][N:23]6[C:24]7[CH:16]([C@@H:17]([NH:26][C:27]([O:28][CH3:29])=[O:30])[CH2:18][CH2:19][C:20]=7[CH:21]=[CH:22]6)[C:15](=[O:31])[CH2:14]5)=[N:10][CH:9]=4)=[CH:81][CH:80]=3)=[CH:93][CH:92]=2)=[CH:48][N:47]=1)=[O:40])([CH3:45])([CH3:43])[CH3:44]. (2) Given the reactants Br[C:2]1[CH:11]=[CH:10][CH:9]=[CH:8][C:3]=1[C:4]([O:6][CH3:7])=[O:5].C(N(CC)CC)C.[C:19]1([C:25]#[CH:26])[CH:24]=[CH:23][CH:22]=[CH:21][CH:20]=1, predict the reaction product. The product is: [C:19]1([C:25]#[C:26][C:2]2[CH:11]=[CH:10][CH:9]=[CH:8][C:3]=2[C:4]([O:6][CH3:7])=[O:5])[CH:24]=[CH:23][CH:22]=[CH:21][CH:20]=1. (3) Given the reactants Cl.[F:2][C:3]1[CH:8]=[CH:7][C:6]([NH:9][NH2:10])=[C:5]([CH3:11])[CH:4]=1.[OH-].[Na+], predict the reaction product. The product is: [F:2][C:3]1[CH:8]=[CH:7][C:6]([N:9]2[C:6]([NH2:9])=[CH:5][C:4]([CH3:3])=[N:10]2)=[C:5]([CH3:11])[CH:4]=1.